This data is from Catalyst prediction with 721,799 reactions and 888 catalyst types from USPTO. The task is: Predict which catalyst facilitates the given reaction. (1) Product: [CH3:1][C:2]1[N:3]([CH2:38][C:39]([O:41][CH2:42][CH3:43])=[O:40])[C:4]2[CH2:5][C:6]([CH3:30])([CH3:29])[C:7]([CH3:28])([CH3:27])[C:8](=[O:26])[C:9]=2[C:10]=1[CH2:11][C:12]1[CH:17]=[CH:16][CH:15]=[CH:14][C:13]=1[S:18]([N:21]1[CH2:22][CH2:23][CH2:24][CH2:25]1)(=[O:20])=[O:19]. The catalyst class is: 10. Reactant: [CH3:1][C:2]1[NH:3][C:4]2[CH2:5][C:6]([CH3:30])([CH3:29])[C:7]([CH3:28])([CH3:27])[C:8](=[O:26])[C:9]=2[C:10]=1[CH2:11][C:12]1[CH:17]=[CH:16][CH:15]=[CH:14][C:13]=1[S:18]([N:21]1[CH2:25][CH2:24][CH2:23][CH2:22]1)(=[O:20])=[O:19].C(=O)([O-])[O-].[K+].[K+].Br[CH2:38][C:39]([O:41][CH2:42][CH3:43])=[O:40]. (2) Reactant: [H-].[Al+3].[Li+].[H-].[H-].[H-].[CH3:7][C@@H:8]([NH:13][C:14]1[S:15][CH:16]=[C:17]([C:19]2[CH:26]=[CH:25][C:22]([C:23]#[N:24])=[CH:21][CH:20]=2)[N:18]=1)[C:9]([F:12])([F:11])[F:10]. Product: [CH3:7][C@@H:8]([NH:13][C:14]1[S:15][CH:16]=[C:17]([C:19]2[CH:26]=[CH:25][C:22]([CH2:23][NH2:24])=[CH:21][CH:20]=2)[N:18]=1)[C:9]([F:10])([F:12])[F:11]. The catalyst class is: 1. (3) Reactant: [Br:1]Br.[S:3]1[CH2:8][CH2:7][C:6]2([C:17]3[C:12](=[CH:13][CH:14]=[CH:15][CH:16]=3)[O:11][CH2:10][CH2:9]2)[N:5]=[C:4]1[NH2:18].[OH-].[Na+]. Product: [Br:1][C:15]1[CH:16]=[C:17]2[C:6]3([CH2:7][CH2:8][S:3][C:4]([NH2:18])=[N:5]3)[CH2:9][CH2:10][O:11][C:12]2=[CH:13][CH:14]=1. The catalyst class is: 15. (4) Reactant: Cl[C:2]1[N:7]=[C:6]([O:8][CH2:9][CH2:10][CH2:11][O:12][CH3:13])[CH:5]=[CH:4][N:3]=1.[CH3:14][C:15]1[CH:16]=[C:17]([CH:19]=[C:20]([B:22]2[O:26][C:25]([CH3:28])([CH3:27])[C:24]([CH3:30])([CH3:29])[O:23]2)[CH:21]=1)[NH2:18].CS(O)(=O)=O. Product: [CH3:13][O:12][CH2:11][CH2:10][CH2:9][O:8][C:6]1[CH:5]=[CH:4][N:3]=[C:2]([NH:18][C:17]2[CH:19]=[C:20]([B:22]3[O:26][C:25]([CH3:27])([CH3:28])[C:24]([CH3:30])([CH3:29])[O:23]3)[CH:21]=[C:15]([CH3:14])[CH:16]=2)[N:7]=1. The catalyst class is: 12. (5) Reactant: [CH3:1][C:2]([OH:10])([CH3:9])[CH2:3][O:4][CH2:5][CH:6]1[CH2:8][O:7]1.C12(CS(O)(=O)=O)C(C)(C)C(CC1)CC2=O. Product: [CH3:1][C:2]1([CH3:9])[O:10][CH:6]([CH2:8][OH:7])[CH2:5][O:4][CH2:3]1. The catalyst class is: 503. (6) Reactant: [Br:1][C:2]1[N:3]=[C:4]([C:9]#[C:10][Si](C)(C)C)[C:5]([NH2:8])=[N:6][CH:7]=1.[H-].[Na+].[C:17]1([CH3:27])[CH:22]=[CH:21][C:20]([S:23](Cl)(=[O:25])=[O:24])=[CH:19][CH:18]=1. Product: [Br:1][C:2]1[N:3]=[C:4]2[CH:9]=[CH:10][N:8]([S:23]([C:20]3[CH:21]=[CH:22][C:17]([CH3:27])=[CH:18][CH:19]=3)(=[O:25])=[O:24])[C:5]2=[N:6][CH:7]=1. The catalyst class is: 3. (7) Reactant: [F:1][C:2]1[CH:8]=[CH:7][CH:6]=[CH:5][C:3]=1[NH2:4].[H-].[Na+].F[C:12]1[CH:17]=[CH:16][CH:15]=[C:14]([F:18])[C:13]=1[N+:19]([O-:21])=[O:20]. Product: [F:18][C:14]1[C:13]([N+:19]([O-:21])=[O:20])=[C:12]([NH:4][C:3]2[CH:5]=[CH:6][CH:7]=[CH:8][C:2]=2[F:1])[CH:17]=[CH:16][CH:15]=1. The catalyst class is: 9.